From a dataset of Forward reaction prediction with 1.9M reactions from USPTO patents (1976-2016). Predict the product of the given reaction. (1) Given the reactants [CH2:1]([O:3][CH2:4][C:5]1[N:6]([NH:18]C(=O)OC(C)(C)C)[C:7]2[C:16]3[N:15]=[CH:14][CH:13]=[CH:12][C:11]=3[N:10]=[CH:9][C:8]=2[N:17]=1)[CH3:2].[OH-].[Na+], predict the reaction product. The product is: [CH2:1]([O:3][CH2:4][C:5]1[N:6]([NH2:18])[C:7]2[C:16]3[N:15]=[CH:14][CH:13]=[CH:12][C:11]=3[N:10]=[CH:9][C:8]=2[N:17]=1)[CH3:2]. (2) Given the reactants Br[C:2]1[CH:7]=[C:6]([CH3:8])[C:5]([CH2:9][OH:10])=[C:4]([F:11])[CH:3]=1.C([O-])(=O)C.[K+].ClCCl.[CH3:20][C:21]1([CH3:37])[C:25]([CH3:27])([CH3:26])[O:24][B:23]([B:23]2[O:24][C:25]([CH3:27])([CH3:26])[C:21]([CH3:37])([CH3:20])[O:22]2)[O:22]1, predict the reaction product. The product is: [F:11][C:4]1[CH:3]=[C:2]([B:23]2[O:24][C:25]([CH3:27])([CH3:26])[C:21]([CH3:37])([CH3:20])[O:22]2)[CH:7]=[C:6]([CH3:8])[C:5]=1[CH2:9][OH:10]. (3) Given the reactants C([O-])([O-])=O.[Na+].[Na+].Br[C:8]1[CH:9]=[C:10]2[C:15](=[CH:16][CH:17]=1)[N:14]=[CH:13][C:12]([C:18]([CH:20]1[CH2:22][CH2:21]1)=[O:19])=[C:11]2[NH:23][C@H:24]1[CH2:29][CH2:28][C@H:27]([CH2:30][N:31]([CH3:33])[CH3:32])[CH2:26][CH2:25]1.[Cl:34][C:35]1[CH:40]=[C:39](B2OC(C)(C)C(C)(C)O2)[CH:38]=[C:37]([Cl:50])[C:36]=1[OH:51], predict the reaction product. The product is: [CH:20]1([C:18]([C:12]2[CH:13]=[N:14][C:15]3[C:10]([C:11]=2[NH:23][C@H:24]2[CH2:25][CH2:26][C@H:27]([CH2:30][N:31]([CH3:33])[CH3:32])[CH2:28][CH2:29]2)=[CH:9][C:8]([C:39]2[CH:40]=[C:35]([Cl:34])[C:36]([OH:51])=[C:37]([Cl:50])[CH:38]=2)=[CH:17][CH:16]=3)=[O:19])[CH2:21][CH2:22]1. (4) Given the reactants [OH:1][C:2]([C:10]1[CH:15]=[CH:14][C:13]([C:16]([F:19])([F:18])[F:17])=[CH:12][CH:11]=1)=[CH:3][C:4](=O)[CH:5]([O:7][CH3:8])[CH3:6].C([O-])(=O)C.[NH4+:24], predict the reaction product. The product is: [NH2:24][C:4]([CH:5]([O:7][CH3:8])[CH3:6])=[CH:3][C:2]([C:10]1[CH:15]=[CH:14][C:13]([C:16]([F:19])([F:18])[F:17])=[CH:12][CH:11]=1)=[O:1]. (5) Given the reactants CS([C:4]1[N:9]=[CH:8][C:7]2=[CH:10][CH:11]=[C:12]([C:13]3[CH:18]=[CH:17][CH:16]=[CH:15][C:14]=3[O:19][CH3:20])[N:6]2[N:5]=1)=O.C(N(CC)C(C)C)(C)C.[NH2:30][C:31]1[CH:32]=[C:33]([CH:37]=[CH:38][CH:39]=1)[C:34]([NH2:36])=[O:35], predict the reaction product. The product is: [CH3:20][O:19][C:14]1[CH:15]=[CH:16][CH:17]=[CH:18][C:13]=1[C:12]1[N:6]2[C:7]([CH:8]=[N:9][C:4]([NH:30][C:31]3[CH:32]=[C:33]([CH:37]=[CH:38][CH:39]=3)[C:34]([NH2:36])=[O:35])=[N:5]2)=[CH:10][CH:11]=1. (6) Given the reactants [CH:1]1[CH:2]=[C:3]([CH2:6][NH:7][C:8]2[C:13]([C:14]([OH:16])=O)=[CH:12][C:11]([S:17]([NH2:20])(=[O:19])=[O:18])=[C:10]([Cl:21])[CH:9]=2)[O:4][CH:5]=1.C(N1C=CN=C1)(N1C=CN=C1)=O.[CH2:34]([NH2:41])[C:35]1[CH:40]=[CH:39][CH:38]=[CH:37][CH:36]=1, predict the reaction product. The product is: [CH2:34]([NH:41][C:14](=[O:16])[C:13]1[CH:12]=[C:11]([S:17]([NH2:20])(=[O:19])=[O:18])[C:10]([Cl:21])=[CH:9][C:8]=1[NH:7][CH2:6][C:3]1[O:4][CH:5]=[CH:1][CH:2]=1)[C:35]1[CH:40]=[CH:39][CH:38]=[CH:37][CH:36]=1. (7) The product is: [C:8]([C:5]1[N:6]=[CH:7][C:2]([NH:1][C:16](=[O:17])[O:15][C:12]([CH3:14])([CH3:13])[CH3:11])=[N:3][C:4]=1[CH3:10])#[N:9]. Given the reactants [NH2:1][C:2]1[N:3]=[C:4]([CH3:10])[C:5]([C:8]#[N:9])=[N:6][CH:7]=1.[CH3:11][C:12]([O:15][C:16](O[C:16]([O:15][C:12]([CH3:14])([CH3:13])[CH3:11])=[O:17])=[O:17])([CH3:14])[CH3:13], predict the reaction product. (8) Given the reactants [CH2:1]=[CH:2][C:3](=[CH2:5])[CH3:4].[CH:6]([Si:9]([C:16]#[CH:17])([CH:13]([CH3:15])[CH3:14])[CH:10]([CH3:12])[CH3:11])([CH3:8])[CH3:7], predict the reaction product. The product is: [CH:13]([Si:9]([CH:6]([CH3:7])[CH3:8])([CH:10]([CH3:12])[CH3:11])[C:16]1[CH2:17][CH:5]=[C:3]([CH3:4])[CH2:2][CH:1]=1)([CH3:14])[CH3:15]. (9) Given the reactants Cl[S:2]([C:5]1[CH:6]=[CH:7][C:8]([O:15][CH3:16])=[C:9]([CH:14]=1)[C:10]([O:12][CH3:13])=[O:11])(=[O:4])=[O:3].[CH2:17]([NH:21][C:22]1[CH:27]=[CH:26][C:25]([CH3:28])=[CH:24][C:23]=1[CH3:29])[CH:18]([CH3:20])[CH3:19], predict the reaction product. The product is: [CH3:29][C:23]1[CH:24]=[C:25]([CH3:28])[CH:26]=[CH:27][C:22]=1[N:21]([CH2:17][CH:18]([CH3:20])[CH3:19])[S:2]([C:5]1[CH:6]=[CH:7][C:8]([O:15][CH3:16])=[C:9]([CH:14]=1)[C:10]([O:12][CH3:13])=[O:11])(=[O:4])=[O:3]. (10) The product is: [NH:1]1[CH:5]=[C:4]([C@H:6]([C:8]2[C:9]([CH3:16])=[C:10]([CH:11]=[CH:12][CH:13]=2)[CH2:14][O:15][C:33](=[O:34])[CH:25]([NH:24][C:17]([O:19][C:20]([CH3:22])([CH3:21])[CH3:23])=[O:18])[CH2:26][C:27]2[CH:32]=[CH:31][CH:30]=[CH:29][CH:28]=2)[CH3:7])[N:3]=[CH:2]1. Given the reactants [NH:1]1[CH:5]=[C:4]([C@H:6]([C:8]2[C:9]([CH3:16])=[C:10]([CH2:14][OH:15])[CH:11]=[CH:12][CH:13]=2)[CH3:7])[N:3]=[CH:2]1.[C:17]([NH:24][C@H:25]([C:33](O)=[O:34])[CH2:26][C:27]1[CH:32]=[CH:31][CH:30]=[CH:29][CH:28]=1)([O:19][C:20]([CH3:23])([CH3:22])[CH3:21])=[O:18].CCN=C=NCCCN(C)C.Cl, predict the reaction product.